Dataset: Reaction yield outcomes from USPTO patents with 853,638 reactions. Task: Predict the reaction yield, written as a fraction of the theoretical maximum amount of product (1.0 means a 100% yield; for example, 0.34 means a 34% yield). (1) The reactants are [C@@H:1]1([N:8]2[CH:16]=[C:14]([CH3:15])[C:12](=[O:13])[NH:11][C:9]2=[O:10])[O:7][C@H:4]([CH2:5][OH:6])[CH:3]=[CH:2]1.[CH3:17][N:18]1[C:23](=[O:24])[N:22]([CH3:25])[CH2:21][CH2:20][CH2:19]1. The catalyst is CC(C)=O. The product is [CH3:15][C:14]1[C:12](=[O:13])[NH:11][C:9](=[O:10])[N:8]([C@@H:1]2[O:7][C@H:4]([CH2:5][OH:6])[CH:3]=[CH:2]2)[CH:16]=1.[CH3:17][N:18]1[C:23](=[O:24])[N:22]([CH3:25])[CH2:21][CH2:20][CH2:19]1. The yield is 0.875. (2) The reactants are [Br:1][C:2]1[CH:11]=[C:10]2[C:5]([N:6]=[CH:7][C:8](Cl)=[N:9]2)=[CH:4][CH:3]=1.[CH3:13][O:14][C:15]1[CH:20]=[CH:19][CH:18]=[CH:17][C:16]=1[N:21]1[CH2:26][CH2:25][NH:24][CH2:23][CH2:22]1.O. The catalyst is CN(C)C=O. The product is [Br:1][C:2]1[CH:11]=[C:10]2[C:5]([N:6]=[CH:7][C:8]([N:24]3[CH2:23][CH2:22][N:21]([C:16]4[CH:17]=[CH:18][CH:19]=[CH:20][C:15]=4[O:14][CH3:13])[CH2:26][CH2:25]3)=[N:9]2)=[CH:4][CH:3]=1. The yield is 0.700. (3) The reactants are [F:1][C:2]1[CH:7]=[CH:6][C:5]([C@H:8]([CH2:12][CH:13]=[CH2:14])[CH2:9][NH:10][CH3:11])=[CH:4][CH:3]=1.CCN(C(C)C)C(C)C.[C:24]([C:26]1[CH:27]=[C:28]([C:36](Cl)=[O:37])[C:29]2[CH2:30][CH2:31][CH2:32][CH2:33][C:34]=2[CH:35]=1)#[N:25]. The catalyst is C(Cl)Cl. The product is [C:24]([C:26]1[CH:27]=[C:28]([C:36]([N:10]([CH2:9][C@H:8]([C:5]2[CH:4]=[CH:3][C:2]([F:1])=[CH:7][CH:6]=2)[CH2:12][CH:13]=[CH2:14])[CH3:11])=[O:37])[C:29]2[CH2:30][CH2:31][CH2:32][CH2:33][C:34]=2[CH:35]=1)#[N:25]. The yield is 0.780. (4) The reactants are [CH2:1]([O:8][C:9]1[CH:18]=[CH:17][C:12]([C:13]([O:15]C)=[O:14])=[CH:11][C:10]=1/[C:19](/[CH3:22])=[CH:20]\[CH3:21])[C:2]1[CH:7]=[CH:6][CH:5]=[CH:4][CH:3]=1.[OH-].[K+]. The catalyst is CO.O. The product is [CH2:1]([O:8][C:9]1[CH:18]=[CH:17][C:12]([C:13]([OH:15])=[O:14])=[CH:11][C:10]=1/[C:19](/[CH3:22])=[CH:20]\[CH3:21])[C:2]1[CH:3]=[CH:4][CH:5]=[CH:6][CH:7]=1. The yield is 0.820. (5) The reactants are [Cl:1][C:2]1[CH:39]=[CH:38][C:5]([CH2:6][N:7]([CH2:28][C:29]2[CH:34]=[CH:33][C:32]([CH:35]([CH3:37])[CH3:36])=[CH:31][CH:30]=2)[C:8](=[O:27])[CH2:9][O:10][C:11]2[CH:16]=[CH:15][C:14]([CH2:17][C@H:18]([O:24][CH2:25][CH3:26])[C:19]([O:21]CC)=[O:20])=[CH:13][CH:12]=2)=[CH:4][CH:3]=1.[Li+].[OH-].Cl. The catalyst is C(#N)C. The product is [Cl:1][C:2]1[CH:3]=[CH:4][C:5]([CH2:6][N:7]([CH2:28][C:29]2[CH:30]=[CH:31][C:32]([CH:35]([CH3:36])[CH3:37])=[CH:33][CH:34]=2)[C:8](=[O:27])[CH2:9][O:10][C:11]2[CH:12]=[CH:13][C:14]([CH2:17][C@H:18]([O:24][CH2:25][CH3:26])[C:19]([OH:21])=[O:20])=[CH:15][CH:16]=2)=[CH:38][CH:39]=1. The yield is 0.930. (6) The product is [C:4]1([NH:7][C:8]2[CH:13]=[CH:12][CH:11]=[C:10]([C:26]#[C:25][Si:18]([CH:15]([CH3:17])[CH3:16])([CH:22]([CH3:24])[CH3:23])[CH:19]([CH3:21])[CH3:20])[CH:9]=2)[CH:5]=[CH:6][CH:1]=[CH:2][CH:3]=1. The reactants are [CH:1]1[CH:6]=[CH:5][C:4]([NH:7][C:8]2[CH:13]=[CH:12][CH:11]=[C:10](Br)[CH:9]=2)=[CH:3][CH:2]=1.[CH:15]([Si:18]([C:25]#[CH:26])([CH:22]([CH3:24])[CH3:23])[CH:19]([CH3:21])[CH3:20])([CH3:17])[CH3:16].C(N(CC)CC)C. The yield is 0.780. The catalyst is [Cu](I)I.C1C=CC([P]([Pd]([P](C2C=CC=CC=2)(C2C=CC=CC=2)C2C=CC=CC=2)([P](C2C=CC=CC=2)(C2C=CC=CC=2)C2C=CC=CC=2)[P](C2C=CC=CC=2)(C2C=CC=CC=2)C2C=CC=CC=2)(C2C=CC=CC=2)C2C=CC=CC=2)=CC=1. (7) The reactants are Cl[C:2]1[C:3]([N+:9]([O-:11])=[O:10])=[C:4]([CH:6]=[CH:7][CH:8]=1)[NH2:5].[C:12]([N:19]1[CH2:24][CH2:23][NH:22][CH2:21][CH2:20]1)([O:14][C:15]([CH3:18])([CH3:17])[CH3:16])=[O:13].C(N(CC)C(C)C)(C)C. No catalyst specified. The product is [NH2:5][C:4]1[C:3]([N+:9]([O-:11])=[O:10])=[C:2]([N:22]2[CH2:21][CH2:20][N:19]([C:12]([O:14][C:15]([CH3:18])([CH3:17])[CH3:16])=[O:13])[CH2:24][CH2:23]2)[CH:8]=[CH:7][CH:6]=1. The yield is 0.710.